From a dataset of Catalyst prediction with 721,799 reactions and 888 catalyst types from USPTO. Predict which catalyst facilitates the given reaction. Reactant: Cl[S:2]([C:5]1[CH:6]=[C:7]([C:11]([O-:13])=[O:12])[N:8]([CH3:10])[CH:9]=1)(=[O:4])=[O:3].[CH3:14]N1C=C(S(=O)(=O)NC2(C)COC2)C=C1C(O)=O.CCN(C(C)C)C(C)C.[F:41][C:42]([F:46])([F:45])[CH2:43][NH2:44]. Product: [CH3:10][N:8]1[CH:9]=[C:5]([S:2](=[O:4])(=[O:3])[NH:44][CH2:43][C:42]([F:46])([F:45])[F:41])[CH:6]=[C:7]1[C:11]([O:13][CH3:14])=[O:12]. The catalyst class is: 10.